This data is from Reaction yield outcomes from USPTO patents with 853,638 reactions. The task is: Predict the reaction yield, written as a fraction of the theoretical maximum amount of product (1.0 means a 100% yield; for example, 0.34 means a 34% yield). (1) The reactants are [Cl:1][C:2]1[CH:7]=[CH:6][C:5]([C:8]2[CH:13]=[CH:12][N:11]([CH2:14][CH2:15][C@@:16]([CH3:31])([S:27]([CH3:30])(=[O:29])=[O:28])[C:17]([NH:19][O:20]C3CCCCO3)=[O:18])[C:10](=[O:32])[CH:9]=2)=[C:4]([F:33])[CH:3]=1.Cl. The catalyst is ClCCl.O1CCOCC1.O. The product is [Cl:1][C:2]1[CH:7]=[CH:6][C:5]([C:8]2[CH:13]=[CH:12][N:11]([CH2:14][CH2:15][C@@:16]([CH3:31])([S:27]([CH3:30])(=[O:28])=[O:29])[C:17]([NH:19][OH:20])=[O:18])[C:10](=[O:32])[CH:9]=2)=[C:4]([F:33])[CH:3]=1. The yield is 0.880. (2) The reactants are O.[OH-].[Li+].C([O:6][C:7]([C:9]1[N:10]=[C:11]([NH:14][C:15]([O:17][C:18]([CH3:21])([CH3:20])[CH3:19])=[O:16])[S:12][CH:13]=1)=[O:8])C.Cl. The product is [C:18]([O:17][C:15]([NH:14][C:11]1[S:12][CH:13]=[C:9]([C:7]([OH:8])=[O:6])[N:10]=1)=[O:16])([CH3:21])([CH3:19])[CH3:20]. The yield is 0.940. The catalyst is O1CCCC1.O. (3) The reactants are C(OC([N:8]1[C:12]([CH3:32])([C:13]2[NH:14][C:15]([C:18]3[CH:23]=[CH:22][C:21]([CH2:24][CH2:25][CH2:26][CH2:27][CH2:28][CH2:29][CH2:30][CH3:31])=[CH:20][CH:19]=3)=[CH:16][N:17]=2)[CH2:11][O:10]C1(C)C)=O)(C)(C)C.CC1C=CC(S(O)(=O)=O)=CC=1.O. The catalyst is CO. The product is [NH2:8][C:12]([C:13]1[NH:14][C:15]([C:18]2[CH:19]=[CH:20][C:21]([CH2:24][CH2:25][CH2:26][CH2:27][CH2:28][CH2:29][CH2:30][CH3:31])=[CH:22][CH:23]=2)=[CH:16][N:17]=1)([CH3:32])[CH2:11][OH:10]. The yield is 0.600. (4) The reactants are FC(F)(F)C(O)=O.[C:8]([C:10]1[CH:11]=[C:12]([CH:16]([O:24][N:25]2[C:33](=[O:34])[C:32]3[C:27](=[CH:28][CH:29]=[CH:30][CH:31]=3)[C:26]2=[O:35])[C:17]([O:19]C(C)(C)C)=[O:18])[CH:13]=[CH:14][CH:15]=1)#[N:9]. The catalyst is C(Cl)Cl. The product is [C:8]([C:10]1[CH:11]=[C:12]([CH:16]([O:24][N:25]2[C:26](=[O:35])[C:27]3[C:32](=[CH:31][CH:30]=[CH:29][CH:28]=3)[C:33]2=[O:34])[C:17]([OH:19])=[O:18])[CH:13]=[CH:14][CH:15]=1)#[N:9]. The yield is 1.00. (5) The reactants are [CH2:1]([N:5]([CH2:43][CH:44]([CH3:46])[CH3:45])[C:6]1[CH:11]=[CH:10][C:9]([C:12]2[CH:17]=[CH:16][CH:15]=[CH:14][C:13]=2[C:18]2[N:19]=[N:20][N:21](C(C3C=CC=CC=3)(C3C=CC=CC=3)C3C=CC=CC=3)[N:22]=2)=[CH:8][C:7]=1[NH2:42])[CH:2]([CH3:4])[CH3:3].[Br:47][C:48]1[CH:53]=[CH:52][C:51]([N:54]=[C:55]=[O:56])=[C:50]([F:57])[CH:49]=1.Cl.CN(C=O)C. The catalyst is C1COCC1.CCO. The product is [Br:47][C:48]1[CH:53]=[CH:52][C:51]([NH:54][C:55]([NH:42][C:7]2[CH:8]=[C:9]([C:12]3[CH:17]=[CH:16][CH:15]=[CH:14][C:13]=3[C:18]3[NH:19][N:20]=[N:21][N:22]=3)[CH:10]=[CH:11][C:6]=2[N:5]([CH2:43][CH:44]([CH3:46])[CH3:45])[CH2:1][CH:2]([CH3:4])[CH3:3])=[O:56])=[C:50]([F:57])[CH:49]=1. The yield is 0.273. (6) The reactants are [C:1]([C:3]1([C:8](OC)=[O:9])[CH2:7][CH2:6][CH2:5][CH2:4]1)#[N:2].[BH4-].[Li+]. The catalyst is C1COCC1. The product is [OH:9][CH2:8][C:3]1([C:1]#[N:2])[CH2:7][CH2:6][CH2:5][CH2:4]1. The yield is 0.950. (7) The reactants are [N+:1]([C:4]1[CH:20]=[CH:19][C:7]([CH2:8][C:9]2[CH:14]=[CH:13][N:12]=[C:11]([C:15]([F:18])([F:17])[F:16])[CH:10]=2)=[CH:6][CH:5]=1)([O-])=O.N1C=CC=CC=1. The catalyst is C(O)C.[Pd]. The product is [F:18][C:15]([F:16])([F:17])[C:11]1[CH:10]=[C:9]([CH2:8][C:7]2[CH:19]=[CH:20][C:4]([NH2:1])=[CH:5][CH:6]=2)[CH:14]=[CH:13][N:12]=1. The yield is 0.850. (8) The reactants are [NH2:1][C:2]1[S:3][C:4]([C:8]([O:10][CH2:11][CH3:12])=[O:9])=[C:5]([CH3:7])[N:6]=1.N1C=CC=CC=1.[C:19](Cl)(=[O:26])[C:20]1[CH:25]=[CH:24][CH:23]=[CH:22][CH:21]=1. The catalyst is ClCCl. The product is [C:19]([NH:1][C:2]1[S:3][C:4]([C:8]([O:10][CH2:11][CH3:12])=[O:9])=[C:5]([CH3:7])[N:6]=1)(=[O:26])[C:20]1[CH:25]=[CH:24][CH:23]=[CH:22][CH:21]=1. The yield is 0.970. (9) The reactants are [Cl:1][C:2]1[CH:10]=[CH:9][C:8]([NH:11][C:12]([CH:14]2[CH2:16][CH2:15]2)=[O:13])=[C:7]2[C:3]=1[CH2:4][N:5]([CH:18]([C:23]1[CH:28]=[CH:27][C:26]([O:29][CH:30]([F:32])[F:31])=[C:25]([O:33][CH2:34][CH3:35])[CH:24]=1)[CH2:19][C:20]([OH:22])=O)[C:6]2=[O:17].C1N=C[N:38](C(N2C=NC=C2)=O)C=1.[NH4+].[OH-]. The catalyst is C1COCC1. The product is [C:20]([CH2:19][CH:18]([N:5]1[C:6](=[O:17])[C:7]2[C:3](=[C:2]([Cl:1])[CH:10]=[CH:9][C:8]=2[NH:11][C:12]([CH:14]2[CH2:15][CH2:16]2)=[O:13])[CH2:4]1)[C:23]1[CH:28]=[CH:27][C:26]([O:29][CH:30]([F:31])[F:32])=[C:25]([O:33][CH2:34][CH3:35])[CH:24]=1)(=[O:22])[NH2:38]. The yield is 0.200. (10) The reactants are [N+:1]([C:4]1[C:13]2[C:8](=[CH:9][CH:10]=[CH:11][CH:12]=2)[C:7]([O:14][CH2:15][C:16]2[CH:21]=[CH:20][N:19]=[C:18]([NH2:22])[N:17]=2)=[CH:6][CH:5]=1)([O-])=O.C(Cl)Cl.[H][H]. The catalyst is [Pt].CC(O)=O. The product is [NH2:1][C:4]1[C:13]2[C:8](=[CH:9][CH:10]=[CH:11][CH:12]=2)[C:7]([O:14][CH2:15][C:16]2[CH:21]=[CH:20][N:19]=[C:18]([NH2:22])[N:17]=2)=[CH:6][CH:5]=1. The yield is 0.640.